From a dataset of Forward reaction prediction with 1.9M reactions from USPTO patents (1976-2016). Predict the product of the given reaction. Given the reactants [CH3:1][C:2]1([CH3:12])[S:7][CH2:6][CH2:5][NH:4][C@H:3]1[C:8]([O:10][CH3:11])=[O:9].CN1CCOCC1.[CH2:20]([O:24][C:25]1[CH:30]=[CH:29][C:28]([S:31](Cl)(=[O:33])=[O:32])=[CH:27][CH:26]=1)[CH:21]=[C:22]=[CH2:23], predict the reaction product. The product is: [CH2:20]([O:24][C:25]1[CH:30]=[CH:29][C:28]([S:31]([N:4]2[CH2:5][CH2:6][S:7][C:2]([CH3:12])([CH3:1])[C@@H:3]2[C:8]([O:10][CH3:11])=[O:9])(=[O:33])=[O:32])=[CH:27][CH:26]=1)[CH:21]=[C:22]=[CH2:23].